Predict the product of the given reaction. From a dataset of Forward reaction prediction with 1.9M reactions from USPTO patents (1976-2016). (1) The product is: [CH2:23]([N:20]1[C:21]([CH3:22])=[C:7]2[C:6](=[O:30])[N:5]([CH2:4][CH2:3][CH2:2][NH:1][S:40]([CH3:39])(=[O:42])=[O:41])[C:14]3[CH:13]=[C:12]4[CH2:15][CH2:16][CH2:17][CH2:18][C:11]4=[CH:10][C:9]=3[C:8]2=[N:19]1)[C:24]1[CH:29]=[CH:28][CH:27]=[CH:26][CH:25]=1. Given the reactants [NH2:1][CH2:2][CH2:3][CH2:4][N:5]1[C:14]2[CH:13]=[C:12]3[CH2:15][CH2:16][CH2:17][CH2:18][C:11]3=[CH:10][C:9]=2[C:8]2=[N:19][N:20]([CH2:23][C:24]3[CH:29]=[CH:28][CH:27]=[CH:26][CH:25]=3)[C:21]([CH3:22])=[C:7]2[C:6]1=[O:30].C(N(CC)CC)(C)C.[CH3:39][S:40](Cl)(=[O:42])=[O:41], predict the reaction product. (2) Given the reactants [C:1]([C:3]1[CH:4]=[C:5]([C:26]2[CH:31]=[CH:30][CH:29]=[CH:28][CH:27]=2)[CH:6]=[CH:7][C:8]=1[NH:9][C:10](=[O:25])[C:11]1[CH:16]=[C:15]([C:17]([F:20])([F:19])[F:18])[CH:14]=[C:13]([C:21]([F:24])([F:23])[F:22])[CH:12]=1)#[N:2].[N-:32]=[N+:33]=[N-:34].[Na+].Cl.C(N(CC)CC)C.OS([O-])(=O)=O.[K+], predict the reaction product. The product is: [NH:32]1[C:1]([C:3]2[CH:4]=[C:5]([C:26]3[CH:31]=[CH:30][CH:29]=[CH:28][CH:27]=3)[CH:6]=[CH:7][C:8]=2[NH:9][C:10](=[O:25])[C:11]2[CH:16]=[C:15]([C:17]([F:18])([F:19])[F:20])[CH:14]=[C:13]([C:21]([F:24])([F:22])[F:23])[CH:12]=2)=[N:2][N:34]=[N:33]1. (3) Given the reactants [F:1][C:2]1[C:11]([N:12]2[CH2:17][CH2:16]N[CH2:14][CH2:13]2)=[CH:10][C:9]2[NH:8][CH:7]=[C:6]3[C:18](=[O:27])[N:19]([C:21]4[CH:26]=[CH:25][CH:24]=[CH:23][CH:22]=4)[N:20]=[C:5]3[C:4]=2[CH:3]=1.FC1C(F)=CC2C3C([C:39](=[O:48])N(C4C=CC=CC=4)N=3)=CNC=2C=1.OC1CCNCC1, predict the reaction product. The product is: [F:1][C:2]1[C:11]([N:12]2[CH2:17][CH2:16][CH:39]([OH:48])[CH2:14][CH2:13]2)=[CH:10][C:9]2[NH:8][CH:7]=[C:6]3[C:18](=[O:27])[N:19]([C:21]4[CH:26]=[CH:25][CH:24]=[CH:23][CH:22]=4)[N:20]=[C:5]3[C:4]=2[CH:3]=1. (4) Given the reactants [Cl:1][C:2]1[C:3]([CH2:13][N:14]([CH:39]2[CH2:41][CH2:40]2)[C:15]([C@@H:17]2[C@:22]([C:24]3[CH:29]=[CH:28][C:27]([F:30])=[C:26]([F:31])[CH:25]=3)([OH:23])[CH2:21][CH2:20][N:19]([C:32]([O:34][C:35]([CH3:38])([CH3:37])[CH3:36])=[O:33])[CH2:18]2)=[O:16])=[CH:4][C:5]([CH2:8][CH2:9][CH2:10][O:11][CH3:12])=[N:6][CH:7]=1.[H-].[Na+].[CH3:44]I, predict the reaction product. The product is: [Cl:1][C:2]1[C:3]([CH2:13][N:14]([CH:39]2[CH2:41][CH2:40]2)[C:15]([C@@H:17]2[C@:22]([C:24]3[CH:29]=[CH:28][C:27]([F:30])=[C:26]([F:31])[CH:25]=3)([O:23][CH3:44])[CH2:21][CH2:20][N:19]([C:32]([O:34][C:35]([CH3:36])([CH3:37])[CH3:38])=[O:33])[CH2:18]2)=[O:16])=[CH:4][C:5]([CH2:8][CH2:9][CH2:10][O:11][CH3:12])=[N:6][CH:7]=1. (5) Given the reactants [Cl-].O[NH3+:3].[C:4](=[O:7])([O-])[OH:5].[Na+].CS(C)=O.[CH3:13][C:14]1[CH2:18][CH:17]([CH2:19][O:20][C@H:21]2[CH2:26][CH2:25][C@H:24]([N:27]3[C:32](=[O:33])[C:31]([CH2:34][C:35]4[CH:40]=[CH:39][C:38]([C:41]5[C:42]([C:47]#[N:48])=[CH:43][CH:44]=[CH:45][CH:46]=5)=[CH:37][CH:36]=4)=[C:30]([CH2:49][CH2:50][CH3:51])[N:29]4[N:52]=[CH:53][N:54]=[C:28]34)[CH2:23][CH2:22]2)[O:16][N:15]=1, predict the reaction product. The product is: [CH3:13][C:14]1[CH2:18][CH:17]([CH2:19][O:20][C@H:21]2[CH2:26][CH2:25][C@H:24]([N:27]3[C:32](=[O:33])[C:31]([CH2:34][C:35]4[CH:40]=[CH:39][C:38]([C:41]5[CH:46]=[CH:45][CH:44]=[CH:43][C:42]=5[C:47]5[NH:3][C:4](=[O:7])[O:5][N:48]=5)=[CH:37][CH:36]=4)=[C:30]([CH2:49][CH2:50][CH3:51])[N:29]4[N:52]=[CH:53][N:54]=[C:28]34)[CH2:23][CH2:22]2)[O:16][N:15]=1.